From a dataset of Forward reaction prediction with 1.9M reactions from USPTO patents (1976-2016). Predict the product of the given reaction. (1) Given the reactants C([C@H]([C@@H](C(O)=O)O)O)(O)=O.[CH:11]([O:14][C:15]([C@@H:17]([NH:19][P@:20]([CH2:29][O:30][C@H:31]([CH3:43])[CH2:32][N:33]1[CH:41]=[N:40][C:39]2[C:34]1=[N:35][CH:36]=[N:37][C:38]=2[NH2:42])([O:22][C:23]1[CH:28]=[CH:27][CH:26]=[CH:25][CH:24]=1)=[O:21])[CH3:18])=[O:16])([CH3:13])[CH3:12].O.N, predict the reaction product. The product is: [CH:11]([O:14][C:15]([C@@H:17]([NH:19][P@:20]([CH2:29][O:30][C@H:31]([CH3:43])[CH2:32][N:33]1[CH:41]=[N:40][C:39]2[C:34]1=[N:35][CH:36]=[N:37][C:38]=2[NH2:42])([O:22][C:23]1[CH:28]=[CH:27][CH:26]=[CH:25][CH:24]=1)=[O:21])[CH3:18])=[O:16])([CH3:12])[CH3:13]. (2) Given the reactants [CH3:1][NH:2][CH3:3].S(=O)(=O)(O)O.[C-:9]#[N:10].[Na+].[F:12][C:13]1[CH:20]=[CH:19][C:16]([CH:17]=O)=[CH:15][CH:14]=1, predict the reaction product. The product is: [F:12][C:13]1[CH:20]=[CH:19][C:16]([CH:17]([N:2]([CH3:3])[CH3:1])[C:9]#[N:10])=[CH:15][CH:14]=1. (3) Given the reactants [CH3:1][C:2]1[C:6]([C:7]2[CH:8]=[C:9]([C:19]([C:21]3[CH:26]=[CH:25][CH:24]=[CH:23][N:22]=3)=[O:20])[C:10]3[N:14]=[C:13]([O:15]CC)[NH:12][C:11]=3[CH:18]=2)=[C:5]([CH3:27])[O:4][N:3]=1.[CH:28]([Mg]Br)([CH3:30])[CH3:29], predict the reaction product. The product is: [CH3:1][C:2]1[C:6]([C:7]2[CH:8]=[C:9]([C:19]([OH:20])([C:21]3[CH:26]=[CH:25][CH:24]=[CH:23][N:22]=3)[CH:28]([CH3:30])[CH3:29])[C:10]3[NH:14][C:13](=[O:15])[NH:12][C:11]=3[CH:18]=2)=[C:5]([CH3:27])[O:4][N:3]=1. (4) Given the reactants C[Si](C)(C)CCO[C:6](=[O:23])[C:7]1[CH:12]=[C:11]([OH:13])[CH:10]=[CH:9][C:8]=1[CH2:14][CH2:15][C:16]([O:18][C:19]([CH3:22])([CH3:21])[CH3:20])=[O:17].CC1O[C:30]([C:32]2[CH:37]=[CH:36][CH:35]=[CH:34][CH:33]=2)=NC=1CCOS([C:35]1[CH:36]=[CH:37][C:32]([CH3:30])=[CH:33][CH:34]=1)(=O)=O.C([O-])([O-])=O.[Cs+].[Cs+], predict the reaction product. The product is: [C:19]([O:18][C:16](=[O:17])[CH:15]=[CH:14][C:8]1[CH:9]=[CH:10][C:11]([O:13][CH2:30][C:32]2[CH:37]=[CH:36][CH:35]=[CH:34][CH:33]=2)=[CH:12][C:7]=1[CH:6]=[O:23])([CH3:20])([CH3:21])[CH3:22]. (5) Given the reactants I[C:2]1[N:10]=[C:9]2[C:5]([NH:6][CH:7]=[N:8]2)=[C:4]([Cl:11])[N:3]=1.[CH3:12][Mg]Cl, predict the reaction product. The product is: [CH3:12][C:2]1[N:10]=[C:9]2[C:5]([NH:6][CH:7]=[N:8]2)=[C:4]([Cl:11])[N:3]=1. (6) The product is: [CH2:1]([C:8]1[C:17]2[C:12](=[CH:13][C:14]([O:20][CH3:21])=[CH:15][C:16]=2[O:18][CH3:19])[C:11]([NH:23][CH:24]2[CH2:25][CH2:26][N:27]([CH2:30][C:31]3[CH:40]=[CH:39][C:38]4[C:33](=[CH:34][CH:35]=[CH:36][CH:37]=4)[CH:32]=3)[CH2:28][CH2:29]2)=[N:10][N:9]=1)[C:2]1[CH:7]=[CH:6][CH:5]=[CH:4][CH:3]=1. Given the reactants [CH2:1]([C:8]1[C:17]2[C:12](=[CH:13][C:14]([O:20][CH3:21])=[CH:15][C:16]=2[O:18][CH3:19])[C:11](Cl)=[N:10][N:9]=1)[C:2]1[CH:7]=[CH:6][CH:5]=[CH:4][CH:3]=1.[NH2:23][CH:24]1[CH2:29][CH2:28][N:27]([CH2:30][C:31]2[CH:40]=[CH:39][C:38]3[C:33](=[CH:34][CH:35]=[CH:36][CH:37]=3)[CH:32]=2)[CH2:26][CH2:25]1, predict the reaction product.